Dataset: Catalyst prediction with 721,799 reactions and 888 catalyst types from USPTO. Task: Predict which catalyst facilitates the given reaction. (1) The catalyst class is: 13. Product: [CH3:3][CH:2]([C:4]1[N:8]([CH2:9][CH2:10][C@@H:11]([OH:19])[CH2:12][C@@H:13]([OH:18])[CH2:14][C:15]([O-:17])=[O:16])[C:7]([C:20]2[CH:25]=[CH:24][C:23]([F:26])=[CH:22][CH:21]=2)=[C:6]([C:27]2[CH:32]=[CH:31][CH:30]=[CH:29][CH:28]=2)[C:5]=1[C:33]([NH:35][C:36]1[CH:41]=[CH:40][CH:39]=[CH:38][CH:37]=1)=[O:34])[CH3:1].[CH3:3][CH:2]([C:4]1[N:8]([CH2:9][CH2:10][C@@H:11]([OH:19])[CH2:12][C@@H:13]([OH:18])[CH2:14][C:15]([O-:17])=[O:16])[C:7]([C:20]2[CH:25]=[CH:24][C:23]([F:26])=[CH:22][CH:21]=2)=[C:6]([C:27]2[CH:32]=[CH:31][CH:30]=[CH:29][CH:28]=2)[C:5]=1[C:33]([NH:35][C:36]1[CH:41]=[CH:40][CH:39]=[CH:38][CH:37]=1)=[O:34])[CH3:1].[Mg+2:51]. Reactant: [CH3:1][CH:2]([C:4]1[N:8]([CH2:9][CH2:10][C@@H:11]([OH:19])[CH2:12][C@@H:13]([OH:18])[CH2:14][C:15]([O-:17])=[O:16])[C:7]([C:20]2[CH:25]=[CH:24][C:23]([F:26])=[CH:22][CH:21]=2)=[C:6]([C:27]2[CH:32]=[CH:31][CH:30]=[CH:29][CH:28]=2)[C:5]=1[C:33]([NH:35][C:36]1[CH:41]=[CH:40][CH:39]=[CH:38][CH:37]=1)=[O:34])[CH3:3].[Na+].O.O.O.O.C([O-])(=O)C.[Mg+2:51].C([O-])(=O)C. (2) Reactant: [C:1]1([C:7]2[CH:11]=[C:10]([C:12]3[CH:21]=[CH:20][C:15]([C:16]([O:18]C)=[O:17])=[CH:14][CH:13]=3)[O:9][N:8]=2)[CH:6]=[CH:5][CH:4]=[CH:3][CH:2]=1.[OH-].[Na+].O1CCCC1.Cl. Product: [C:1]1([C:7]2[CH:11]=[C:10]([C:12]3[CH:13]=[CH:14][C:15]([C:16]([OH:18])=[O:17])=[CH:20][CH:21]=3)[O:9][N:8]=2)[CH:2]=[CH:3][CH:4]=[CH:5][CH:6]=1. The catalyst class is: 72. (3) Reactant: [CH2:1]([O:8][C:9]([C:11]1[CH:12]=[C:13]2[C:17](=[CH:18][CH:19]=1)[N:16]([NH2:20])[C:15]([C:21]([OH:23])=[O:22])=[C:14]2[CH2:24][CH2:25][CH2:26][NH:27]C(OC(C)(C)C)=O)=[O:10])[C:2]1[CH:7]=[CH:6][CH:5]=[CH:4][CH:3]=1.[ClH:35]. Product: [ClH:35].[CH2:1]([O:8][C:9]([C:11]1[CH:12]=[C:13]2[C:17](=[CH:18][CH:19]=1)[N:16]([NH2:20])[C:15]([C:21]([OH:23])=[O:22])=[C:14]2[CH2:24][CH2:25][CH2:26][NH2:27])=[O:10])[C:2]1[CH:3]=[CH:4][CH:5]=[CH:6][CH:7]=1. The catalyst class is: 258. (4) Reactant: [S:1]1[C:5]2=[N:6][CH:7]=[C:8]([CH2:10][S:11]([CH2:14][C@@H:15]([N:24]([C:33](OC(C)(C)C)=[O:34])[O:25]C(OC(C)(C)C)=O)[C:16]3[CH:21]=[CH:20][C:19]([O:22][CH3:23])=[CH:18][CH:17]=3)(=[O:13])=[O:12])[CH:9]=[C:4]2[CH:3]=[CH:2]1.FC(F)(F)C(O)=O. Product: [CH3:23][O:22][C:19]1[CH:18]=[CH:17][C:16]([C@H:15]([N:24]([OH:25])[CH:33]=[O:34])[CH2:14][S:11]([CH2:10][C:8]2[CH:9]=[C:4]3[CH:3]=[CH:2][S:1][C:5]3=[N:6][CH:7]=2)(=[O:13])=[O:12])=[CH:21][CH:20]=1. The catalyst class is: 4. (5) Reactant: [C:1]([C:3]1[CH:8]=[CH:7][C:6]([OH:9])=[CH:5][CH:4]=1)#[N:2].[ClH:10].O1CCOCC1.[NH:17]1[CH2:21][CH2:20][CH2:19][CH2:18]1. Product: [ClH:10].[NH:2]=[C:1]([N:17]1[CH2:21][CH2:20][CH2:19][CH2:18]1)[C:3]1[CH:8]=[CH:7][C:6]([OH:9])=[CH:5][CH:4]=1. The catalyst class is: 8. (6) Reactant: I(O)(=O)(=O)=[O:2].[Cl:6][C:7]1[CH:29]=[CH:28][C:10]([C:11]([N:13]([C:15]2[CH:20]=[CH:19][CH:18]=[CH:17][C:16]=2[O:21][CH2:22][C:23]([CH3:27])([CH3:26])[CH2:24][OH:25])[CH3:14])=[O:12])=[CH:9][C:8]=1[C:30]1[CH:31]=[N:32][C:33]([C:38]([F:41])([F:40])[F:39])=[CH:34][C:35]=1[C:36]#[N:37]. Product: [Cl:6][C:7]1[CH:29]=[CH:28][C:10]([C:11]([N:13]([CH3:14])[C:15]2[CH:20]=[CH:19][CH:18]=[CH:17][C:16]=2[O:21][CH2:22][C:23]([CH3:27])([CH3:26])[C:24]([OH:2])=[O:25])=[O:12])=[CH:9][C:8]=1[C:30]1[CH:31]=[N:32][C:33]([C:38]([F:41])([F:39])[F:40])=[CH:34][C:35]=1[C:36]#[N:37]. The catalyst class is: 23. (7) Reactant: [CH:1]#[C:2][CH2:3][NH:4][C@H:5]1[C:9]2[CH:10]=[CH:11][CH:12]=[CH:13][C:8]=2[CH2:7][CH2:6]1.[C:14]([OH:17])(=[O:16])[CH3:15]. Product: [CH:1]#[C:2][CH2:3][NH:4][C@H:5]1[C:9]2[CH:10]=[CH:11][CH:12]=[CH:13][C:8]=2[CH2:7][CH2:6]1.[C:14]([O-:17])(=[O:16])[CH3:15]. The catalyst class is: 41. (8) Reactant: [NH2:1][C:2]1[CH:7]=[CH:6][C:5]([O:8][C:9]([F:12])([F:11])[F:10])=[CH:4][C:3]=1[CH:13]([C:15]1[CH:20]=[CH:19][CH:18]=[C:17]([O:21][CH3:22])[C:16]=1[O:23][CH3:24])[OH:14].[CH3:25][O:26][C:27]1[CH:34]=[C:33]([O:35][CH3:36])[CH:32]=[CH:31][C:28]=1[CH:29]=O.[BH4-].[Na+]. Product: [CH3:25][O:26][C:27]1[CH:34]=[C:33]([O:35][CH3:36])[CH:32]=[CH:31][C:28]=1[CH2:29][NH:1][C:2]1[CH:7]=[CH:6][C:5]([O:8][C:9]([F:12])([F:10])[F:11])=[CH:4][C:3]=1[CH:13]([C:15]1[CH:20]=[CH:19][CH:18]=[C:17]([O:21][CH3:22])[C:16]=1[O:23][CH3:24])[OH:14]. The catalyst class is: 342. (9) Product: [C:1]([CH:3]([CH2:17][C:18]([C:20]1[CH:25]=[CH:24][CH:23]=[CH:22][CH:21]=1)=[O:19])[C:4]([O:6][CH3:7])=[O:5])#[N:2]. The catalyst class is: 7. Reactant: [C:1]([CH2:3][C:4]([O:6][CH3:7])=[O:5])#[N:2].C(N(C(C)C)CC)(C)C.[CH2:17](Br)[C:18]([C:20]1[CH:25]=[CH:24][CH:23]=[CH:22][CH:21]=1)=[O:19].